Task: Predict which catalyst facilitates the given reaction.. Dataset: Catalyst prediction with 721,799 reactions and 888 catalyst types from USPTO Reactant: [Cl:1][C:2]1[C:7]([C:8]2[CH:13]=[CH:12][CH:11]=[C:10]([CH2:14][CH3:15])[CH:9]=2)=[C:6]([C:16]([C@@H:26]2[CH2:31][CH2:30][CH2:29][N:28]([C:32]([C:34]3[CH:39]=[CH:38][C:37]([CH2:40][NH:41][CH3:42])=[CH:36][C:35]=3[CH2:43][C:44]#[N:45])=[O:33])[CH2:27]2)([OH:25])[CH2:17][CH2:18][CH2:19][NH:20][C:21](=[O:24])[O:22][CH3:23])[CH:5]=[CH:4][CH:3]=1.OO.C(=O)([O-])[O-:49].[K+].[K+]. Product: [NH2:45][C:44](=[O:49])[CH2:43][C:35]1[CH:36]=[C:37]([CH2:40][NH:41][CH3:42])[CH:38]=[CH:39][C:34]=1[C:32]([N:28]1[CH2:29][CH2:30][CH2:31][C@@H:26]([C:16]([C:6]2[CH:5]=[CH:4][CH:3]=[C:2]([Cl:1])[C:7]=2[C:8]2[CH:13]=[CH:12][CH:11]=[C:10]([CH2:14][CH3:15])[CH:9]=2)([OH:25])[CH2:17][CH2:18][CH2:19][NH:20][C:21](=[O:24])[O:22][CH3:23])[CH2:27]1)=[O:33]. The catalyst class is: 197.